From a dataset of Reaction yield outcomes from USPTO patents with 853,638 reactions. Predict the reaction yield, written as a fraction of the theoretical maximum amount of product (1.0 means a 100% yield; for example, 0.34 means a 34% yield). The yield is 0.680. The reactants are [OH:1][C:2]([CH3:35])([CH3:34])[CH2:3][C@@:4]1([C:28]2[CH:33]=[CH:32][CH:31]=[CH:30][CH:29]=2)[O:9][C:8](=[O:10])[N:7]([C@H:11]([C:13]2[CH:18]=[CH:17][C:16](B3OC(C)(C)C(C)(C)O3)=[CH:15][CH:14]=2)[CH3:12])[CH2:6][CH2:5]1.Br[C:37]1[N:42]=[C:41]([C:43]2([C:46]([NH2:48])=[O:47])[CH2:45][CH2:44]2)[CH:40]=[CH:39][CH:38]=1. No catalyst specified. The product is [OH:1][C:2]([CH3:35])([CH3:34])[CH2:3][C@@:4]1([C:28]2[CH:33]=[CH:32][CH:31]=[CH:30][CH:29]=2)[O:9][C:8](=[O:10])[N:7]([C@H:11]([C:13]2[CH:18]=[CH:17][C:16]([C:37]3[N:42]=[C:41]([C:43]4([C:46]([NH2:48])=[O:47])[CH2:45][CH2:44]4)[CH:40]=[CH:39][CH:38]=3)=[CH:15][CH:14]=2)[CH3:12])[CH2:6][CH2:5]1.